From a dataset of TCR-epitope binding with 47,182 pairs between 192 epitopes and 23,139 TCRs. Binary Classification. Given a T-cell receptor sequence (or CDR3 region) and an epitope sequence, predict whether binding occurs between them. (1) Result: 0 (the TCR does not bind to the epitope). The epitope is LLMPILTLT. The TCR CDR3 sequence is CASTAPATNTGELFF. (2) The epitope is KAYNVTQAF. The TCR CDR3 sequence is CSARDERAVNTGELFF. Result: 0 (the TCR does not bind to the epitope). (3) The epitope is YVLDHLIVV. The TCR CDR3 sequence is CASSSLQGNGQPQHF. Result: 1 (the TCR binds to the epitope). (4) Result: 0 (the TCR does not bind to the epitope). The TCR CDR3 sequence is CASSPSSTPYEQYF. The epitope is SSTFNVPMEKLK.